Dataset: Full USPTO retrosynthesis dataset with 1.9M reactions from patents (1976-2016). Task: Predict the reactants needed to synthesize the given product. (1) Given the product [F:13][C:14]1[C:19]([F:20])=[CH:18][CH:17]=[CH:16][C:15]=1[S:21]([NH:1][C:2]1[CH:7]=[CH:6][C:5]([F:8])=[CH:4][C:3]=1[S:9](=[O:11])(=[O:10])[NH2:12])(=[O:23])=[O:22], predict the reactants needed to synthesize it. The reactants are: [NH2:1][C:2]1[CH:7]=[CH:6][C:5]([F:8])=[CH:4][C:3]=1[S:9]([NH2:12])(=[O:11])=[O:10].[F:13][C:14]1[C:19]([F:20])=[CH:18][CH:17]=[CH:16][C:15]=1[S:21](Cl)(=[O:23])=[O:22]. (2) Given the product [NH2:33][C:29]1[CH:30]=[N:31][CH:32]=[C:27]([F:26])[C:28]=1[C:2]#[C:1][C@H:3]1[CH2:8][N:7]([C:9]([O:11][C:12]([CH3:15])([CH3:14])[CH3:13])=[O:10])[CH2:6][CH2:5][N:4]1[C:16]([O:18][CH2:19][C:20]1[CH:21]=[CH:22][CH:23]=[CH:24][CH:25]=1)=[O:17], predict the reactants needed to synthesize it. The reactants are: [C:1]([C@H:3]1[CH2:8][N:7]([C:9]([O:11][C:12]([CH3:15])([CH3:14])[CH3:13])=[O:10])[CH2:6][CH2:5][N:4]1[C:16]([O:18][CH2:19][C:20]1[CH:25]=[CH:24][CH:23]=[CH:22][CH:21]=1)=[O:17])#[CH:2].[F:26][C:27]1[C:28](I)=[C:29]([NH2:33])[CH:30]=[N:31][CH:32]=1. (3) Given the product [CH3:1][CH:2]([C:6]1[CH:11]=[C:10]([CH2:12][OH:13])[CH:9]=[CH:8][C:7]=1[C:16]1[CH:21]=[C:20]([O:22][CH3:23])[CH:19]=[CH:18][C:17]=1[F:24])[CH:3]([CH3:4])[CH3:5], predict the reactants needed to synthesize it. The reactants are: [CH3:1][CH:2]([C:6]1[CH:11]=[C:10]([C:12](OC)=[O:13])[CH:9]=[CH:8][C:7]=1[C:16]1[CH:21]=[C:20]([O:22][CH3:23])[CH:19]=[CH:18][C:17]=1[F:24])[CH:3]([CH3:5])[CH3:4].[H-].[H-].[H-].[H-].[Li+].[Al+3].[OH-].[Na+]. (4) Given the product [C:3]([OH:54])([C:2]([F:46])([F:45])[F:1])=[O:49].[F:46][C:2]([F:1])([F:45])[C:3]1[N:7]([C:8]2[CH:13]=[CH:12][CH:11]=[C:10]([C:14]3[CH:19]=[CH:18][CH:17]=[CH:16][C:15]=3[O:20][CH2:21][C:22]3[CH:27]=[CH:26][C:25]([CH2:28][CH2:29][C:30]4[CH:35]=[CH:34][C:33]([C:36]([F:39])([F:37])[F:38])=[CH:32][CH:31]=4)=[CH:24][CH:23]=3)[N:9]=2)[N:6]=[CH:5][C:4]=1[C:40]([OH:42])=[O:41], predict the reactants needed to synthesize it. The reactants are: [F:1][C:2]([F:46])([F:45])[C:3]1[N:7]([C:8]2[CH:13]=[CH:12][CH:11]=[C:10]([C:14]3[CH:19]=[CH:18][CH:17]=[CH:16][C:15]=3[O:20][CH2:21][C:22]3[CH:27]=[CH:26][C:25](/[CH:28]=[CH:29]/[C:30]4[CH:35]=[CH:34][C:33]([C:36]([F:39])([F:38])[F:37])=[CH:32][CH:31]=4)=[CH:24][CH:23]=3)[N:9]=2)[N:6]=[CH:5][C:4]=1[C:40]([O:42]CC)=[O:41].[H][H].[OH-:49].[Li+].Cl.CC[O:54]C(C)=O. (5) Given the product [C:8]([C:6]1[CH:5]=[CH:4][C:3]([OH:12])=[C:2]([C:18]2[O:19][C:15]([CH:13]=[O:14])=[CH:16][CH:17]=2)[CH:7]=1)([CH3:11])([CH3:10])[CH3:9], predict the reactants needed to synthesize it. The reactants are: Br[C:2]1[CH:7]=[C:6]([C:8]([CH3:11])([CH3:10])[CH3:9])[CH:5]=[CH:4][C:3]=1[OH:12].[CH:13]([C:15]1[O:19][C:18](B(O)O)=[CH:17][CH:16]=1)=[O:14].C(=O)([O-])[O-].[Na+].[Na+].COCCOC. (6) The reactants are: [CH3:1][C:2]1[CH:6]=[C:5]([C:7]2[CH:12]=[CH:11][CH:10]=[CH:9][CH:8]=2)[S:4][C:3]=1[CH:13]=[O:14].CC(=CC)C.[O-:20]Cl=O.[Na+]. Given the product [CH3:1][C:2]1[CH:6]=[C:5]([C:7]2[CH:12]=[CH:11][CH:10]=[CH:9][CH:8]=2)[S:4][C:3]=1[C:13]([OH:20])=[O:14], predict the reactants needed to synthesize it. (7) Given the product [C:7]([O:10][C:11]([NH:1][CH2:2][CH2:3][CH2:4][OH:5])=[O:12])([CH3:9])([CH3:8])[CH3:6], predict the reactants needed to synthesize it. The reactants are: [NH2:1][CH2:2][CH2:3][CH2:4][OH:5].[CH3:6][C:7]([O:10][C:11](O[C:11]([O:10][C:7]([CH3:9])([CH3:8])[CH3:6])=[O:12])=[O:12])([CH3:9])[CH3:8]. (8) Given the product [CH3:1][O:2][C:3]1[CH:8]=[CH:7][C:6]([C:9]2[S:13][C:12]([C:14]([NH:16][C:17]3([C:23]([OH:25])=[O:24])[CH2:18][CH2:19][CH2:20][CH2:21][CH2:22]3)=[O:15])=[C:11]([NH:27][C:28]([NH:30][C:31]3[C:36]([CH3:37])=[CH:35][C:34]([CH3:38])=[CH:33][C:32]=3[CH3:39])=[O:29])[CH:10]=2)=[CH:5][CH:4]=1, predict the reactants needed to synthesize it. The reactants are: [CH3:1][O:2][C:3]1[CH:8]=[CH:7][C:6]([C:9]2[S:13][C:12]([C:14]([NH:16][C:17]3([C:23]([O:25]C)=[O:24])[CH2:22][CH2:21][CH2:20][CH2:19][CH2:18]3)=[O:15])=[C:11]([NH:27][C:28]([NH:30][C:31]3[C:36]([CH3:37])=[CH:35][C:34]([CH3:38])=[CH:33][C:32]=3[CH3:39])=[O:29])[CH:10]=2)=[CH:5][CH:4]=1.[OH-].[Li+]. (9) The reactants are: [CH2:1]([O:8][CH2:9][CH2:10][CH2:11][O:12][C:13]1[CH:18]=[CH:17][C:16]([CH:19]2[CH:24]([O:25][CH2:26][C:27]3[CH:36]=[CH:35][C:34]4[C:29](=[CH:30][CH:31]=[CH:32][CH:33]=4)[CH:28]=3)[CH2:23][N:22]([C:37]([O:39][C:40]([CH3:43])([CH3:42])[CH3:41])=[O:38])[CH2:21][CH:20]2[CH2:44][OH:45])=[CH:15][CH:14]=1)[C:2]1[CH:7]=[CH:6][CH:5]=[CH:4][CH:3]=1.Cl[C:47]([O-:49])=O.[NH2:50][CH2:51][CH2:52][N:53]1[CH2:58][CH2:57][O:56][CH2:55][CH2:54]1. Given the product [CH2:1]([O:8][CH2:9][CH2:10][CH2:11][O:12][C:13]1[CH:14]=[CH:15][C:16]([CH:19]2[CH:24]([O:25][CH2:26][C:27]3[CH:36]=[CH:35][C:34]4[C:29](=[CH:30][CH:31]=[CH:32][CH:33]=4)[CH:28]=3)[CH2:23][N:22]([C:37]([O:39][C:40]([CH3:42])([CH3:41])[CH3:43])=[O:38])[CH2:21][CH:20]2[CH2:44][O:45][C:47](=[O:49])[NH:50][CH2:51][CH2:52][N:53]2[CH2:58][CH2:57][O:56][CH2:55][CH2:54]2)=[CH:17][CH:18]=1)[C:2]1[CH:3]=[CH:4][CH:5]=[CH:6][CH:7]=1, predict the reactants needed to synthesize it.